This data is from Full USPTO retrosynthesis dataset with 1.9M reactions from patents (1976-2016). The task is: Predict the reactants needed to synthesize the given product. (1) Given the product [CH2:22]([O:16][C:15](=[O:17])[C@H:13]([CH2:12][C:5]1[CH:4]=[CH:3][C:2]([OH:1])=[C:11]2[C:6]=1[CH:7]=[CH:8][CH:9]=[N:10]2)[NH2:14])[CH3:23], predict the reactants needed to synthesize it. The reactants are: [OH:1][C:2]1[CH:3]=[CH:4][C:5]([CH2:12][C@@H:13]([C:15]([OH:17])=[O:16])[NH2:14])=[C:6]2[C:11]=1[N:10]=[CH:9][CH:8]=[CH:7]2.S(Cl)(Cl)=O.[CH2:22](O)[CH3:23]. (2) Given the product [C:28]([O:27][C:25]([N:32]1[CH2:37][CH2:36][C:35]([CH:21]([C:22]([OH:24])=[O:23])[CH2:20][C:17]2[CH:16]=[CH:15][C:14]([F:13])=[CH:19][CH:18]=2)([OH:38])[CH2:34][CH2:33]1)=[O:26])([CH3:31])([CH3:29])[CH3:30], predict the reactants needed to synthesize it. The reactants are: C([Li])CCC.C(NC(C)C)(C)C.[F:13][C:14]1[CH:19]=[CH:18][C:17]([CH2:20][CH2:21][C:22]([OH:24])=[O:23])=[CH:16][CH:15]=1.[C:25]([N:32]1[CH2:37][CH2:36][C:35](=[O:38])[CH2:34][CH2:33]1)([O:27][C:28]([CH3:31])([CH3:30])[CH3:29])=[O:26]. (3) Given the product [I:1][I:2].[CH2:20]([P:11]([CH2:3][CH2:4][CH2:5][CH2:6][CH2:7][CH2:8][CH2:9][CH3:10])[CH2:12][CH2:13][CH2:14][CH2:15][CH2:16][CH2:17][CH2:18][CH3:19])[CH2:21][CH2:22][CH2:23][CH2:24][CH2:25][CH2:26][CH3:27], predict the reactants needed to synthesize it. The reactants are: [I:1][I:2].[CH2:3]([P:11]([CH2:20][CH2:21][CH2:22][CH2:23][CH2:24][CH2:25][CH2:26][CH3:27])[CH2:12][CH2:13][CH2:14][CH2:15][CH2:16][CH2:17][CH2:18][CH3:19])[CH2:4][CH2:5][CH2:6][CH2:7][CH2:8][CH2:9][CH3:10]. (4) Given the product [C:2]1([C:3]([O:5][CH2:6][CH3:7])=[O:4])([C:1]([O:9][CH2:10][CH3:11])=[O:8])[CH2:16][CH:15]=[CH:14][CH2:13]1, predict the reactants needed to synthesize it. The reactants are: [C:1]([O:9][CH2:10][CH3:11])(=[O:8])[CH2:2][C:3]([O:5][CH2:6][CH3:7])=[O:4].Cl[CH2:13]/[CH:14]=[CH:15]\[CH2:16]Cl.CCOC(C)=O.